From a dataset of Reaction yield outcomes from USPTO patents with 853,638 reactions. Predict the reaction yield, written as a fraction of the theoretical maximum amount of product (1.0 means a 100% yield; for example, 0.34 means a 34% yield). (1) The reactants are CS(Cl)(=O)=O.[C:6]1([CH2:12][O:13][C:14]([C:16]2([NH:22][C:23]([C:25]3[CH:30]=[CH:29][C:28]([CH2:31]O)=[CH:27][CH:26]=3)=[O:24])[CH2:21][CH2:20][CH2:19][CH2:18][CH2:17]2)=[O:15])[CH:11]=[CH:10][CH:9]=[CH:8][CH:7]=1.[CH2:33]([N:35](CC)[CH2:36]C)C.CNC.O1CCCC1. The catalyst is C(Cl)Cl. The product is [C:6]1([CH2:12][O:13][C:14]([C:16]2([NH:22][C:23]([C:25]3[CH:30]=[CH:29][C:28]([CH2:31][N:35]([CH3:36])[CH3:33])=[CH:27][CH:26]=3)=[O:24])[CH2:21][CH2:20][CH2:19][CH2:18][CH2:17]2)=[O:15])[CH:11]=[CH:10][CH:9]=[CH:8][CH:7]=1. The yield is 0.220. (2) The reactants are [C:1]([C:5]1[NH:6][C:7]2[C:12]([C:13]=1[CH2:14][CH:15]([O:18][CH3:19])[O:16][CH3:17])=[CH:11][CH:10]=[C:9]([N+:20]([O-])=O)[CH:8]=2)([CH3:4])([CH3:3])[CH3:2]. The catalyst is CO.[OH-].[OH-].[Pd+2]. The product is [C:1]([C:5]1[NH:6][C:7]2[C:12]([C:13]=1[CH2:14][CH:15]([O:16][CH3:17])[O:18][CH3:19])=[CH:11][CH:10]=[C:9]([NH2:20])[CH:8]=2)([CH3:4])([CH3:2])[CH3:3]. The yield is 0.630. (3) The reactants are [OH-].[K+].[C:3]1([CH:10]=[CH:9][C:7]([OH:8])=[CH:6][CH:5]=1)[OH:4].I[CH:12]([CH3:14])[CH3:13]. The catalyst is O.C(O)C. The product is [CH:12]([O:4][C:3]1[CH:10]=[CH:9][C:7]([OH:8])=[CH:6][CH:5]=1)([CH3:14])[CH3:13]. The yield is 0.460. (4) The reactants are [F:1][C:2]1[CH:21]=[C:20]([F:22])[CH:19]=[CH:18][C:3]=1[O:4][C:5]1[CH:10]=[CH:9][C:8]([S:11]([CH3:14])(=[O:13])=[O:12])=[CH:7][C:6]=1[N+:15]([O-])=O.[H][H]. The catalyst is O1CCCC1.[Pd]. The product is [F:1][C:2]1[CH:21]=[C:20]([F:22])[CH:19]=[CH:18][C:3]=1[O:4][C:5]1[CH:10]=[CH:9][C:8]([S:11]([CH3:14])(=[O:13])=[O:12])=[CH:7][C:6]=1[NH2:15]. The yield is 0.550. (5) The reactants are [Br:1][C:2]1[N:6]([CH3:7])[N:5]=[C:4]([C:8]([OH:10])=O)[CH:3]=1.C1C=CC2N(O)N=NC=2C=1.C(Cl)CCl.[NH2:25][CH2:26][CH2:27][OH:28].C(N(C(C)C)C(C)C)C. The catalyst is CN(C=O)C.CCOC(C)=O. The product is [Br:1][C:2]1[N:6]([CH3:7])[N:5]=[C:4]([C:8]([NH:25][CH2:26][CH2:27][OH:28])=[O:10])[CH:3]=1. The yield is 0.360.